Dataset: Forward reaction prediction with 1.9M reactions from USPTO patents (1976-2016). Task: Predict the product of the given reaction. (1) Given the reactants BrBr.[N:3]1([NH:9][C:10](=[O:19])[C:11]2[CH:16]=[CH:15][C:14]([OH:17])=[C:13](Br)[CH:12]=2)[CH2:8][CH2:7][O:6][CH2:5][CH2:4]1.C1(P(C2C=CC=CC=2)C2C=CC=CC=2)C=CC=CC=1.C[C:40]([N:42](C)C)=O, predict the reaction product. The product is: [N:3]1([NH:9][C:10](=[O:19])[C:11]2[CH:16]=[CH:15][C:14]([OH:17])=[C:13]([C:40]#[N:42])[CH:12]=2)[CH2:8][CH2:7][O:6][CH2:5][CH2:4]1. (2) Given the reactants [CH2:1]([N:8]1[CH2:13][CH2:12][C:11]([NH:16][C:17]([NH:19][C:20]2[CH:25]=[CH:24][C:23]([O:26][C:27]([F:30])([F:29])[F:28])=[CH:22][CH:21]=2)=[O:18])([C:14]#[N:15])[CH2:10][CH2:9]1)[C:2]1[CH:7]=[CH:6][CH:5]=[CH:4][CH:3]=1.[H-].[Na+].[Cl-].[NH4+].C(OCC)(=O)C, predict the reaction product. The product is: [CH2:1]([N:8]1[CH2:9][CH2:10][C:11]2([NH:16][C:17](=[O:18])[N:19]([C:20]3[CH:21]=[CH:22][C:23]([O:26][C:27]([F:30])([F:29])[F:28])=[CH:24][CH:25]=3)[C:14]2=[NH:15])[CH2:12][CH2:13]1)[C:2]1[CH:7]=[CH:6][CH:5]=[CH:4][CH:3]=1. (3) Given the reactants [F:1][C:2]1[CH:3]=[C:4]([CH:24]=[CH:25][C:26]=1[F:27])[CH2:5][C@H:6]1[CH2:11][C@@H:10]([C:12](=[O:19])[CH2:13][C:14](OCC)=[O:15])[CH2:9][CH2:8][N:7]1[C:20]([O:22][CH3:23])=[O:21].[OH-].[Na+].[NH2:30]O.Cl, predict the reaction product. The product is: [F:1][C:2]1[CH:3]=[C:4]([CH:24]=[CH:25][C:26]=1[F:27])[CH2:5][C@H:6]1[CH2:11][C@@H:10]([C:12]2[O:19][NH:30][C:14](=[O:15])[CH:13]=2)[CH2:9][CH2:8][N:7]1[C:20]([O:22][CH3:23])=[O:21]. (4) The product is: [Cl:1][C:2]1[C:3]2[CH:22]=[CH:21][C:20]([C:23]([F:26])([F:24])[F:25])=[CH:19][C:4]=2[S:5][C:6]=1[C:7]([N:9]1[CH2:12][CH:11]([N:13]2[CH2:18][CH2:17][N:16]([C:32]([C:30]3[N:29]=[CH:28][S:27][CH:31]=3)=[O:33])[CH2:15][CH2:14]2)[CH2:10]1)=[O:8]. Given the reactants [Cl:1][C:2]1[C:3]2[CH:22]=[CH:21][C:20]([C:23]([F:26])([F:25])[F:24])=[CH:19][C:4]=2[S:5][C:6]=1[C:7]([N:9]1[CH2:12][CH:11]([N:13]2[CH2:18][CH2:17][NH:16][CH2:15][CH2:14]2)[CH2:10]1)=[O:8].[S:27]1[CH:31]=[C:30]([C:32](O)=[O:33])[N:29]=[CH:28]1.CCN(CC)CC.CN(C(ON1N=NC2C=CC=NC1=2)=[N+](C)C)C.F[P-](F)(F)(F)(F)F, predict the reaction product. (5) The product is: [CH:1]1([CH2:4][N:5]([CH2:30][CH2:31][CH3:32])[C:6]2[N:11]=[CH:10][N:9]=[C:8]([C:12]([NH:14][C:15]3[CH:16]=[C:17]4[C:21](=[CH:22][CH:23]=3)[NH:20][N:19]=[C:18]4[CH2:24][CH2:25][C:26]([OH:28])=[O:27])=[O:13])[CH:7]=2)[CH2:3][CH2:2]1. Given the reactants [CH:1]1([CH2:4][N:5]([CH2:30][CH2:31][CH3:32])[C:6]2[N:11]=[CH:10][N:9]=[C:8]([C:12]([NH:14][C:15]3[CH:16]=[C:17]4[C:21](=[CH:22][CH:23]=3)[NH:20][N:19]=[C:18]4[CH2:24][CH2:25][C:26]([O:28]C)=[O:27])=[O:13])[CH:7]=2)[CH2:3][CH2:2]1.[OH-].[Na+].Cl, predict the reaction product. (6) Given the reactants [CH3:1][S:2]([C:5]1[CH:30]=[CH:29][C:8]([CH2:9][O:10][C:11]2[CH:19]=[CH:18][C:17]3[NH:16][C:15]4[CH:20]([CH2:23][C:24]([O:26]CC)=[O:25])[CH2:21][CH2:22][C:14]=4[C:13]=3[CH:12]=2)=[CH:7][CH:6]=1)(=[O:4])=[O:3].[Li+].[OH-], predict the reaction product. The product is: [CH3:1][S:2]([C:5]1[CH:30]=[CH:29][C:8]([CH2:9][O:10][C:11]2[CH:19]=[CH:18][C:17]3[NH:16][C:15]4[CH:20]([CH2:23][C:24]([OH:26])=[O:25])[CH2:21][CH2:22][C:14]=4[C:13]=3[CH:12]=2)=[CH:7][CH:6]=1)(=[O:4])=[O:3].